This data is from Experimentally validated miRNA-target interactions with 360,000+ pairs, plus equal number of negative samples. The task is: Binary Classification. Given a miRNA mature sequence and a target amino acid sequence, predict their likelihood of interaction. (1) The miRNA is hsa-miR-6812-3p with sequence CCGCUCUUCCCCUGACCCCAG. The protein sequence of the target gene is MAGLKRRVPLHSLRYFISMVGLFSKPGLLPWYARNPPGWSQLFLGTVCKGDFTRVIATKCQKGQKSQKKPSHLGPLDGSWQERLADVVTPLWRLSYEEQLKVKFAAQKKILQRLESYIQMLNGVSVTTAVPKSERLSCLLHPIIPSPVINGYRNKSTFSVNRGPDGNPKTVGFYLGTWRDGNVVCVQSNHLKNIPEKHSQVAQYYEVFLRQSPLEPCLVFHEGGYWRELTVRTNSQGHTMAIITFHPQKLSQEELHVQKEIVKEFFIRGPGAACGLTSLYFQESTMTRCSHQQSPYQLLF.... Result: 0 (no interaction). (2) The miRNA is hsa-miR-3615 with sequence UCUCUCGGCUCCUCGCGGCUC. The protein sequence of the target gene is MAAAVAAPLAAGGEEAAATTSVPGSPGLPGRRSAERALEEAVATGTLNLSNRRLKHFPRGAARSYDLSDITQADLSRNRFPEVPEAACQLVSLEGLSLYHNCLRCLNPALGNLTALTYLNLSRNQLSLLPPYICQLPLRVLIVSNNKLGALPPDIGTLGSLRQLDVSSNELQSLPSELCGLSSLRDLNVRRNQLSTLPEELGDLPLVRLDFSCNRVSRIPVSFCRLRHLQVILLDSNPLQSPPAQVCLKGKLHIFKYLSTEAGQRGSALGDLAPSRPPSFSPCPAEDLFPGHRYDGGLDS.... Result: 0 (no interaction). (3) The miRNA is mmu-miR-467c-3p with sequence AUAUACAUACACACACCUAUAC. The protein sequence of the target gene is MDFPSSLRPALFLTGPLGLSDVPDLSFMCSWRDALTLPEAQPQNSENGALHVTKDLLWEPATPGPLPMLPPLIDPWDPGLTARDLLFRGGCRYRKRPRVVLDVTEQISRFLLDHGDVAFAPLGKLMLENFKLEGAGSRTKKKTVVSVKKLLQDLGGHQPWGCPWAYLSNRQRRFSILGGPILGTSVASHLAELLHEELVLRWEQLLLDEACTGGALAWVPGRTPQFGQLVYPAGGAQDRLHFQEVVLTPGDNPQFLGKPGRIQLQGPVRQVVTCTVQGESKALIYTFLPHWLTCYLTPGP.... Result: 0 (no interaction). (4) The miRNA is mmu-miR-1249-3p with sequence ACGCCCUUCCCCCCCUUCUUCA. The protein sequence of the target gene is MELWRQCTHWLIQCRVLPPSHRVTWEGAQVCELAQALRDGVLLCQLLNNLLPQAINLREVNLRPQMSQFLCLKNIRTFLSTCCEKFGLKRSELFEAFDLFDVQDFGKVIYTLSALSWTPIAQNKGIMPFPTEDSALNDEDIYSGLSDQIDDTAEEDEDLYDCVENEEAEGDEIYEDLMRLESVPTPPKMTEYDKRCCCLREIQQTEEKYTDTLGSIQQHFMKPLQRFLKPQDMETIFVNIEELFSVHTHFLKELKDALAGPGATTLYQVFIKYKERFLVYGRYCSQVESASKHLDQVATA.... Result: 0 (no interaction). (5) The miRNA is hsa-miR-518e-5p with sequence CUCUAGAGGGAAGCGCUUUCUG. The protein sequence of the target gene is MSSYFVNPLFSKYKGGESLEPAYYDCRFPQSVGRSHALVYGPGGSAPGFQHASHHVQDFFHHGTSGISNSGYQQNPCSLSCHGDASKFYGYEALPRQSLYGAQQEASVVQYPDCKSSANTNSSEGQGHLNQNSSPSLMFPWMRPHAPGRRSGRQTYSRYQTLELEKEFLFNPYLTRKRRIEVSHALGLTERQVKIWFQNRRMKWKKENNKDKLPGARDEEKVEEEGNEEEEKEEEEKEENKD. Result: 0 (no interaction).